This data is from Full USPTO retrosynthesis dataset with 1.9M reactions from patents (1976-2016). The task is: Predict the reactants needed to synthesize the given product. Given the product [F:17][C:15]([F:16])([F:18])[C:13]1[C:12]([O:19][C:20]2[CH:25]=[CH:24][C:23]([O:26][C:27]([F:28])([F:30])[F:29])=[CH:22][CH:21]=2)=[CH:11][CH:10]=[C:9]2[C:14]=1[C:5]([OH:4])=[C:6]([CH3:32])[C:7]([CH3:31])=[N:8]2, predict the reactants needed to synthesize it. The reactants are: C([O:4][C:5]1[C:14]2[C:9](=[CH:10][CH:11]=[C:12]([O:19][C:20]3[CH:25]=[CH:24][C:23]([O:26][C:27]([F:30])([F:29])[F:28])=[CH:22][CH:21]=3)[C:13]=2[C:15]([F:18])([F:17])[F:16])[N:8]=[C:7]([CH3:31])[C:6]=1[CH3:32])(=O)C.[OH-].[Na+].O.Cl.